Task: Predict the reaction yield, written as a fraction of the theoretical maximum amount of product (1.0 means a 100% yield; for example, 0.34 means a 34% yield).. Dataset: Reaction yield outcomes from USPTO patents with 853,638 reactions (1) The reactants are [Si:1](Cl)([C:4]([CH3:7])([CH3:6])[CH3:5])([CH3:3])[CH3:2].C(N(CC)CC)C.[F:16][C:17]([F:28])([F:27])[CH:18]([C:20]1[CH:25]=[CH:24][C:23]([I:26])=[CH:22][CH:21]=1)[OH:19]. The catalyst is CN(C)C1C=CN=CC=1.ClCCl. The product is [C:4]([Si:1]([CH3:3])([CH3:2])[O:19][CH:18]([C:20]1[CH:25]=[CH:24][C:23]([I:26])=[CH:22][CH:21]=1)[C:17]([F:16])([F:27])[F:28])([CH3:7])([CH3:6])[CH3:5]. The yield is 0.260. (2) The reactants are C[O:2][C:3]([C:5]1[N:6]([CH3:26])[N:7]=[C:8]([O:10][CH2:11][C:12]2[C:13]([C:19]3[CH:24]=[CH:23][C:22]([F:25])=[CH:21][CH:20]=3)=[N:14][O:15][C:16]=2[CH2:17][OH:18])[CH:9]=1)=O.[CH:27]([NH2:30])([CH3:29])[CH3:28]. No catalyst specified. The product is [CH:27]([NH:30][C:3]([C:5]1[N:6]([CH3:26])[N:7]=[C:8]([O:10][CH2:11][C:12]2[C:13]([C:19]3[CH:24]=[CH:23][C:22]([F:25])=[CH:21][CH:20]=3)=[N:14][O:15][C:16]=2[CH2:17][OH:18])[CH:9]=1)=[O:2])([CH3:29])[CH3:28]. The yield is 0.560. (3) The reactants are [N:1]1([C:11]2[C:20]3[C:15](=[CH:16][CH:17]=[C:18](I)[CH:19]=3)[N:14]=[CH:13][N:12]=2)[C:10]2[C:5](=[CH:6][CH:7]=[CH:8][CH:9]=2)[CH2:4][CH2:3][CH2:2]1.[CH3:22][C:23]1[N:40]([CH2:41][O:42][CH2:43][CH2:44][Si:45]([CH3:48])([CH3:47])[CH3:46])[C:26]2=[N:27][CH:28]=[C:29](B3OC(C)(C)C(C)(C)O3)[CH:30]=[C:25]2[N:24]=1.C(=O)([O-])O.[Na+]. The catalyst is O1CCOCC1.O.CC(=O)OCC.Cl[Pd](Cl)([P](C1C=CC=CC=1)(C1C=CC=CC=1)C1C=CC=CC=1)[P](C1C=CC=CC=1)(C1C=CC=CC=1)C1C=CC=CC=1. The product is [N:1]1([C:11]2[C:20]3[C:15](=[CH:16][CH:17]=[C:18]([C:29]4[CH:30]=[C:25]5[N:24]=[C:23]([CH3:22])[N:40]([CH2:41][O:42][CH2:43][CH2:44][Si:45]([CH3:46])([CH3:48])[CH3:47])[C:26]5=[N:27][CH:28]=4)[CH:19]=3)[N:14]=[CH:13][N:12]=2)[C:10]2[C:5](=[CH:6][CH:7]=[CH:8][CH:9]=2)[CH2:4][CH2:3][CH2:2]1. The yield is 0.500. (4) The reactants are Br[C:2]1[CH:7]=[CH:6][C:5]([O:8][CH3:9])=[C:4]([CH2:10][N:11]([CH3:13])[CH3:12])[CH:3]=1.[Li]CCCC.CN([CH:22]=[O:23])C. The catalyst is C1COCC1. The product is [CH3:12][N:11]([CH2:10][C:4]1[CH:3]=[C:2]([CH:7]=[CH:6][C:5]=1[O:8][CH3:9])[CH:22]=[O:23])[CH3:13]. The yield is 0.790. (5) The catalyst is CN(C)C=O.ClCCl.CCCCCC. The yield is 0.950. The product is [OH:28][CH2:24][CH2:25][C:26]1[O:1][C:2]2[CH:7]=[CH:6][C:5]([C:8]3[CH:13]=[CH:12][C:11]([C:14]#[N:15])=[CH:10][CH:9]=3)=[CH:4][C:3]=2[CH:27]=1. The reactants are [OH:1][C:2]1[CH:7]=[CH:6][C:5]([C:8]2[CH:13]=[CH:12][C:11]([C:14]#[N:15])=[CH:10][CH:9]=2)=[CH:4][C:3]=1I.C(N(CC)CC)C.[CH2:24]([OH:28])[CH2:25][C:26]#[CH:27]. (6) The catalyst is CO.[Pd]. The yield is 0.760. The reactants are [C:1]([O:5][C:6]([N:8]1[CH2:11][C:10]([C@@H:13]([C:15]2[CH:16]=[C:17]3[C:26](=[CH:27][C:28]=2[C:29]([CH3:31])=[CH2:30])[O:25][CH2:24][C:23]2[N:18]3[C@H:19]([CH3:33])[C:20](=[O:32])[NH:21][N:22]=2)[CH3:14])([CH3:12])[CH2:9]1)=[O:7])([CH3:4])([CH3:3])[CH3:2]. The product is [C:1]([O:5][C:6]([N:8]1[CH2:11][C:10]([C@@H:13]([C:15]2[CH:16]=[C:17]3[C:26](=[CH:27][C:28]=2[CH:29]([CH3:31])[CH3:30])[O:25][CH2:24][C:23]2[N:18]3[C@H:19]([CH3:33])[C:20](=[O:32])[NH:21][N:22]=2)[CH3:14])([CH3:12])[CH2:9]1)=[O:7])([CH3:2])([CH3:3])[CH3:4]. (7) The reactants are [Br:1][C:2]1[CH:11]=[CH:10][CH:9]=[C:8]2[C:3]=1[N:4]=[C:5]([Cl:13])[C:6]([CH3:12])=[N:7]2.[CH3:14]I.O. The catalyst is C1COCC1. The product is [Br:1][C:2]1[CH:11]=[CH:10][CH:9]=[C:8]2[C:3]=1[N:4]=[C:5]([Cl:13])[C:6]([CH2:12][CH3:14])=[N:7]2. The yield is 0.540.